This data is from Forward reaction prediction with 1.9M reactions from USPTO patents (1976-2016). The task is: Predict the product of the given reaction. (1) Given the reactants [NH2:1][C:2]1[N:7]=[C:6]([O:8]S(C(F)(F)F)(=O)=O)[C:5]([N+:16]([O-:18])=[O:17])=[C:4]([C:19]2[O:20][CH:21]=[CH:22][CH:23]=2)[N:3]=1.[C:24]1([CH2:30][CH2:31][CH2:32][CH2:33]O)[CH:29]=[CH:28][CH:27]=[CH:26][CH:25]=1.C1CCN2C(=NCCC2)CC1, predict the reaction product. The product is: [O:20]1[CH:21]=[CH:22][CH:23]=[C:19]1[C:4]1[C:5]([N+:16]([O-:18])=[O:17])=[C:6]([O:8][CH2:33][CH2:32][CH2:31][CH2:30][C:24]2[CH:29]=[CH:28][CH:27]=[CH:26][CH:25]=2)[N:7]=[C:2]([NH2:1])[N:3]=1. (2) Given the reactants [Cl:1][C:2]1[N:7]=[C:6]([N:8]2[CH2:13][CH2:12][O:11][CH2:10][CH2:9]2)[C:5]([N+:14]([O-:16])=[O:15])=[C:4](Cl)[N:3]=1.[NH2:18][C:19]1[CH:20]=[N:21][CH:22]=[CH:23][CH:24]=1.[Li+].C[Si]([N-][Si](C)(C)C)(C)C, predict the reaction product. The product is: [Cl:1][C:2]1[N:3]=[C:4]([NH:18][C:19]2[CH:20]=[N:21][CH:22]=[CH:23][CH:24]=2)[C:5]([N+:14]([O-:16])=[O:15])=[C:6]([N:8]2[CH2:13][CH2:12][O:11][CH2:10][CH2:9]2)[N:7]=1. (3) Given the reactants [Cl:1][C:2]1[CH:3]=[CH:4][C:5]([N+:11]([O-])=O)=[C:6]([CH:10]=1)[N:7]([CH3:9])[CH3:8].S(S([O-])=O)([O-])=O.[Na+].[Na+], predict the reaction product. The product is: [Cl:1][C:2]1[CH:10]=[C:6]([N:7]([CH3:9])[CH3:8])[C:5]([NH2:11])=[CH:4][CH:3]=1.